This data is from Full USPTO retrosynthesis dataset with 1.9M reactions from patents (1976-2016). The task is: Predict the reactants needed to synthesize the given product. (1) Given the product [C:1]([O:5][C:6]([NH:8][CH:9]([C:13]1[CH:18]=[CH:17][CH:16]=[CH:15][CH:14]=1)[C:10]([O:12][C@@H:21]1[CH:22]2[CH2:25][CH2:26][N:19]([CH2:24][CH2:23]2)[CH2:20]1)=[O:11])=[O:7])([CH3:4])([CH3:2])[CH3:3], predict the reactants needed to synthesize it. The reactants are: [C:1]([O:5][C:6]([NH:8][CH:9]([C:13]1[CH:18]=[CH:17][CH:16]=[CH:15][CH:14]=1)[C:10]([OH:12])=[O:11])=[O:7])([CH3:4])([CH3:3])[CH3:2].[N:19]12[CH2:26][CH2:25][CH:22]([CH2:23][CH2:24]1)[C@@H:21](O)[CH2:20]2.C1C=CC2N(O)N=NC=2C=1.C1CCC(N=C=NC2CCCCC2)CC1. (2) Given the product [C:45]([N:27]1[C@@H:28]([CH3:30])[CH2:29][N:24]([C:23]2[N:15]([CH2:14][CH:11]3[CH2:13][CH2:12]3)[C:16]3[C:21]([N:22]=2)=[C:20]([N:32]2[CH2:33][CH2:34][O:35][CH2:36][CH2:37]2)[N:19]=[C:18]([C:38]2[CH:39]=[N:40][C:41]([NH2:44])=[N:42][CH:43]=2)[N:17]=3)[CH2:25][C@H:26]1[CH3:31])(=[O:47])[CH3:46], predict the reactants needed to synthesize it. The reactants are: C(N(CC)CC)C.C(Cl)Cl.[CH:11]1([CH2:14][N:15]2[C:23]([N:24]3[CH2:29][C@H:28]([CH3:30])[NH:27][C@H:26]([CH3:31])[CH2:25]3)=[N:22][C:21]3[C:16]2=[N:17][C:18]([C:38]2[CH:39]=[N:40][C:41]([NH2:44])=[N:42][CH:43]=2)=[N:19][C:20]=3[N:32]2[CH2:37][CH2:36][O:35][CH2:34][CH2:33]2)[CH2:13][CH2:12]1.[C:45](OC(=O)C)(=[O:47])[CH3:46]. (3) Given the product [Cl:5][C:6]1[N:7]=[C:8]([C:13]([NH:15][C@@H:16]2[CH2:21][CH2:20][N:19]([C:22]([O:24][C:25]([CH3:26])([CH3:28])[CH3:27])=[O:23])[CH2:18][C@H:17]2[NH:4][CH:1]2[CH2:3][CH2:2]2)=[O:14])[NH:9][C:10]=1[CH2:11][CH3:12], predict the reactants needed to synthesize it. The reactants are: [CH:1]1([NH2:4])[CH2:3][CH2:2]1.[Cl:5][C:6]1[N:7]=[C:8]([C:13]([NH:15][CH:16]2[CH2:21][CH2:20][N:19]([C:22]([O:24][C:25]([CH3:28])([CH3:27])[CH3:26])=[O:23])[CH2:18][C:17]2=O)=[O:14])[NH:9][C:10]=1[CH2:11][CH3:12].C([BH3-])#N.[Na+].C(O)(=O)C. (4) Given the product [CH2:1]([N:6]1[CH:10]=[CH:9][C:8]([NH2:11])=[N:7]1)[CH2:2][CH:3]([CH3:5])[CH3:4], predict the reactants needed to synthesize it. The reactants are: [CH2:1]([N:6]1[CH:10]=[CH:9][C:8]([N+:11]([O-])=O)=[N:7]1)[CH2:2][CH:3]([CH3:5])[CH3:4].N#N.